Dataset: Forward reaction prediction with 1.9M reactions from USPTO patents (1976-2016). Task: Predict the product of the given reaction. (1) Given the reactants C[O:2][C:3]1[CH:4]=[C:5]2[C:10](=[CH:11][CH:12]=1)[CH2:9][CH:8]([C:13]1([CH3:19])[CH2:17][O:16][C:15](=[O:18])[NH:14]1)[CH2:7][CH2:6]2.B(Br)(Br)Br, predict the reaction product. The product is: [OH:2][C:3]1[CH:4]=[C:5]2[C:10](=[CH:11][CH:12]=1)[CH2:9][CH:8]([C:13]1([CH3:19])[CH2:17][O:16][C:15](=[O:18])[NH:14]1)[CH2:7][CH2:6]2. (2) Given the reactants [CH3:1][CH:2]([CH3:20])[C@@H:3]([N:7]1[C:16](=[O:17])[C:15]2=[CH:18][NH:19][C:13]3[C:14]2=[C:9]([CH:10]=[CH:11][N:12]=3)[CH2:8]1)[C:4]([OH:6])=O.[C:21]([C:23]1([CH3:27])[CH2:26][NH:25][CH2:24]1)#[N:22].C1C=CC2N(O)N=NC=2C=1.C(Cl)CCl, predict the reaction product. The product is: [CH3:27][C:23]1([C:21]#[N:22])[CH2:26][N:25]([C:4](=[O:6])[C@H:3]([N:7]2[C:16](=[O:17])[C:15]3=[CH:18][NH:19][C:13]4[C:14]3=[C:9]([CH:10]=[CH:11][N:12]=4)[CH2:8]2)[CH:2]([CH3:20])[CH3:1])[CH2:24]1. (3) Given the reactants [CH2:1]([O:3][C:4](=[O:28])[CH2:5][CH2:6][C:7]1[CH:12]=[CH:11][C:10]([CH2:13][N:14]2[CH:19]=[CH:18][CH:17]=[C:16]([C:20]3[CH:25]=[CH:24][C:23]([NH2:26])=[CH:22][CH:21]=3)[C:15]2=[O:27])=[CH:9][CH:8]=1)[CH3:2].[C:29]1([CH3:38])[C:30]([N:35]=[C:36]=[O:37])=[CH:31][CH:32]=[CH:33][CH:34]=1, predict the reaction product. The product is: [CH2:1]([O:3][C:4](=[O:28])[CH2:5][CH2:6][C:7]1[CH:8]=[CH:9][C:10]([CH2:13][N:14]2[CH:19]=[CH:18][CH:17]=[C:16]([C:20]3[CH:25]=[CH:24][C:23]([NH:26][C:36]([NH:35][C:30]4[CH:31]=[CH:32][CH:33]=[CH:34][C:29]=4[CH3:38])=[O:37])=[CH:22][CH:21]=3)[C:15]2=[O:27])=[CH:11][CH:12]=1)[CH3:2]. (4) Given the reactants [OH-].[Na+].[Cl:3][C:4]1[CH:5]=[N:6][CH:7]=[C:8]([Cl:43])[C:9]=1[C:10](=[O:42])[CH2:11][N:12]([CH2:37][C:38]([CH3:41])([CH3:40])[CH3:39])[C:13]([C:15]1[CH:16]=[N:17][N:18]([C@H:24]2[CH2:29][CH2:28][C@H:27]([C:30]([O:32]CC)=[O:31])[C:26]([CH3:36])([CH3:35])[CH2:25]2)[C:19]=1[C:20]([F:23])([F:22])[F:21])=[O:14].C1COCC1, predict the reaction product. The product is: [Cl:3][C:4]1[CH:5]=[N:6][CH:7]=[C:8]([Cl:43])[C:9]=1[C:10](=[O:42])[CH2:11][N:12]([CH2:37][C:38]([CH3:41])([CH3:40])[CH3:39])[C:13]([C:15]1[CH:16]=[N:17][N:18]([C@H:24]2[CH2:29][CH2:28][C@H:27]([C:30]([OH:32])=[O:31])[C:26]([CH3:36])([CH3:35])[CH2:25]2)[C:19]=1[C:20]([F:23])([F:22])[F:21])=[O:14].